Task: Regression. Given two drug SMILES strings and cell line genomic features, predict the synergy score measuring deviation from expected non-interaction effect.. Dataset: NCI-60 drug combinations with 297,098 pairs across 59 cell lines (1) Drug 1: CCC1=CC2CC(C3=C(CN(C2)C1)C4=CC=CC=C4N3)(C5=C(C=C6C(=C5)C78CCN9C7C(C=CC9)(C(C(C8N6C)(C(=O)OC)O)OC(=O)C)CC)OC)C(=O)OC.C(C(C(=O)O)O)(C(=O)O)O. Drug 2: CC1C(C(CC(O1)OC2CC(CC3=C2C(=C4C(=C3O)C(=O)C5=CC=CC=C5C4=O)O)(C(=O)C)O)N)O. Cell line: SW-620. Synergy scores: CSS=39.9, Synergy_ZIP=0.288, Synergy_Bliss=0.168, Synergy_Loewe=-5.08, Synergy_HSA=2.12. (2) Drug 1: CC1C(C(CC(O1)OC2CC(OC(C2O)C)OC3=CC4=CC5=C(C(=O)C(C(C5)C(C(=O)C(C(C)O)O)OC)OC6CC(C(C(O6)C)O)OC7CC(C(C(O7)C)O)OC8CC(C(C(O8)C)O)(C)O)C(=C4C(=C3C)O)O)O)O. Drug 2: C(CN)CNCCSP(=O)(O)O. Cell line: CAKI-1. Synergy scores: CSS=11.4, Synergy_ZIP=0.414, Synergy_Bliss=2.16, Synergy_Loewe=-36.4, Synergy_HSA=0.935. (3) Drug 1: COC1=C(C=C2C(=C1)N=CN=C2NC3=CC(=C(C=C3)F)Cl)OCCCN4CCOCC4. Drug 2: CS(=O)(=O)OCCCCOS(=O)(=O)C. Cell line: NCIH23. Synergy scores: CSS=34.2, Synergy_ZIP=-3.42, Synergy_Bliss=6.09, Synergy_Loewe=2.58, Synergy_HSA=7.55. (4) Drug 1: C1CC(=O)NC(=O)C1N2CC3=C(C2=O)C=CC=C3N. Drug 2: C1CN1P(=S)(N2CC2)N3CC3. Cell line: CAKI-1. Synergy scores: CSS=10.1, Synergy_ZIP=-6.54, Synergy_Bliss=0.300, Synergy_Loewe=1.86, Synergy_HSA=2.37. (5) Drug 1: C1CC(=O)NC(=O)C1N2C(=O)C3=CC=CC=C3C2=O. Drug 2: CC1=C(C(=O)C2=C(C1=O)N3CC4C(C3(C2COC(=O)N)OC)N4)N. Cell line: CCRF-CEM. Synergy scores: CSS=44.7, Synergy_ZIP=1.04, Synergy_Bliss=1.61, Synergy_Loewe=-46.0, Synergy_HSA=0.364. (6) Drug 1: CC1C(C(=O)NC(C(=O)N2CCCC2C(=O)N(CC(=O)N(C(C(=O)O1)C(C)C)C)C)C(C)C)NC(=O)C3=C4C(=C(C=C3)C)OC5=C(C(=O)C(=C(C5=N4)C(=O)NC6C(OC(=O)C(N(C(=O)CN(C(=O)C7CCCN7C(=O)C(NC6=O)C(C)C)C)C)C(C)C)C)N)C. Drug 2: CC1=C(C(=O)C2=C(C1=O)N3CC4C(C3(C2COC(=O)N)OC)N4)N. Cell line: SR. Synergy scores: CSS=62.5, Synergy_ZIP=-2.89, Synergy_Bliss=-4.90, Synergy_Loewe=-5.89, Synergy_HSA=-3.48. (7) Drug 1: CC(CN1CC(=O)NC(=O)C1)N2CC(=O)NC(=O)C2. Drug 2: CC1=C2C(C(=O)C3(C(CC4C(C3C(C(C2(C)C)(CC1OC(=O)C(C(C5=CC=CC=C5)NC(=O)C6=CC=CC=C6)O)O)OC(=O)C7=CC=CC=C7)(CO4)OC(=O)C)O)C)OC(=O)C. Synergy scores: CSS=62.0, Synergy_ZIP=-5.20, Synergy_Bliss=-7.18, Synergy_Loewe=-9.03, Synergy_HSA=-4.56. Cell line: CCRF-CEM.